From a dataset of Full USPTO retrosynthesis dataset with 1.9M reactions from patents (1976-2016). Predict the reactants needed to synthesize the given product. (1) Given the product [C:1]([O:5][C:6]([N:8]1[CH2:9][CH2:10][CH:11]([C:14]2[CH:19]=[CH:18][CH:17]=[CH:16][N:15]=2)[CH2:12][CH2:13]1)=[O:7])([CH3:4])([CH3:2])[CH3:3], predict the reactants needed to synthesize it. The reactants are: [C:1]([O:5][C:6]([N:8]1[CH2:13][CH:12]=[C:11]([C:14]2[CH:19]=[CH:18][CH:17]=[CH:16][N:15]=2)[CH2:10][CH2:9]1)=[O:7])([CH3:4])([CH3:3])[CH3:2]. (2) The reactants are: [OH:16][CH2:15][CH2:14][S:13][CH2:12][CH2:11]OCCO[CH2:11][CH2:12][S:13][CH2:14][CH2:15][OH:16].OCC[O:20][CH2:21][CH2:22][S:23][CH2:24][CH2:25][S:26]CCOCCO. Given the product [OH:20][CH2:21][CH2:22][S:23][CH2:24][CH2:25][S:26][CH2:11][CH2:12][S:13][CH2:14][CH2:15][OH:16], predict the reactants needed to synthesize it.